From a dataset of Full USPTO retrosynthesis dataset with 1.9M reactions from patents (1976-2016). Predict the reactants needed to synthesize the given product. (1) Given the product [Cl:20][C:17]1[CH:18]=[CH:19][C:14]([CH2:13][CH2:12][O:11][C:9]2[N:10]=[C:2]([NH2:39])[C:3]3[N:4]=[CH:5][N:6]([C:7]=3[N:8]=2)[C@@H:21]2[O:33][C@H:32]([CH2:34][OH:35])[C@@H:27]([OH:28])[C@H:22]2[OH:23])=[CH:15][CH:16]=1, predict the reactants needed to synthesize it. The reactants are: Cl[C:2]1[N:10]=[C:9]([O:11][CH2:12][CH2:13][C:14]2[CH:19]=[CH:18][C:17]([Cl:20])=[CH:16][CH:15]=2)[N:8]=[C:7]2[C:3]=1[N:4]=[CH:5][N:6]2[C@@H:21]1[O:33][C@H:32]([CH2:34][O:35]C(=O)C)[C@@H:27]([O:28]C(=O)C)[C@H:22]1[O:23]C(=O)C.[NH3:39]. (2) Given the product [F:1][C:2]1[CH:7]=[CH:6][CH:5]=[C:4]([F:8])[C:3]=1[C:9]1[NH:13][CH:12]=[C:11]([CH:14]=[O:15])[CH:10]=1, predict the reactants needed to synthesize it. The reactants are: [F:1][C:2]1[CH:7]=[CH:6][CH:5]=[C:4]([F:8])[C:3]=1[C:9]1[NH:13][CH:12]=[C:11]([CH2:14][OH:15])[CH:10]=1.C[N+]1([O-])CCOCC1. (3) Given the product [NH3:6].[S:22]1[CH:26]=[CH:25][C:24]([C:2]2[N:7]=[N:6][C:5]([N:8]3[CH2:13][C@@H:12]4[CH2:14][C@H:9]3[CH2:10][N:11]4[C:15]([O:17][C:18]([CH3:21])([CH3:20])[CH3:19])=[O:16])=[CH:4][CH:3]=2)=[CH:23]1, predict the reactants needed to synthesize it. The reactants are: Br[C:2]1[N:7]=[N:6][C:5]([N:8]2[CH2:13][C@@H:12]3[CH2:14][C@H:9]2[CH2:10][N:11]3[C:15]([O:17][C:18]([CH3:21])([CH3:20])[CH3:19])=[O:16])=[CH:4][CH:3]=1.[S:22]1[CH:26]=[CH:25][C:24](B(O)O)=[CH:23]1.C(P(C(C)(C)C)C(C)(C)C)(C)(C)C.C(=O)([O-])[O-].[K+].[K+].C(O)CCO. (4) Given the product [Br:15][C:16]1[CH:24]=[CH:23][C:19]([C:20]([CH:6]([C:5](=[O:4])[CH3:14])[C:7]([O:9][C:10]([CH3:11])([CH3:13])[CH3:12])=[O:8])=[O:21])=[C:18]([N+:25]([O-:27])=[O:26])[CH:17]=1, predict the reactants needed to synthesize it. The reactants are: [Cl-].[Mg+2].[Cl-].[O:4]=[C:5]([CH3:14])[CH2:6][C:7]([O:9][C:10]([CH3:13])([CH3:12])[CH3:11])=[O:8].[Br:15][C:16]1[CH:24]=[CH:23][C:19]([C:20](Cl)=[O:21])=[C:18]([N+:25]([O-:27])=[O:26])[CH:17]=1.Cl.